Dataset: Forward reaction prediction with 1.9M reactions from USPTO patents (1976-2016). Task: Predict the product of the given reaction. (1) Given the reactants [F:1][C:2]1[CH:9]=[C:8]([F:10])[C:7]([F:11])=[CH:6][C:3]=1[CH:4]=O.C([O-])(=O)C.[NH4+].[N+:17]([CH3:20])([O-:19])=[O:18], predict the reaction product. The product is: [F:11][C:7]1[CH:6]=[C:3](/[CH:4]=[CH:20]/[N+:17]([O-:19])=[O:18])[C:2]([F:1])=[CH:9][C:8]=1[F:10]. (2) Given the reactants [F:1][C:2]1[CH:7]=[CH:6][C:5]([NH:8][C:9](=[O:37])[CH2:10][C:11]([NH:13][C:14]2[CH:19]=[CH:18][C:17]([N:20]3[C:28]4[CH:27]=[CH:26][N:25]=[C:24]([NH:29]C(=O)OC(C)(C)C)[C:23]=4[CH:22]=[CH:21]3)=[CH:16][CH:15]=2)=[O:12])=[CH:4][CH:3]=1.Cl, predict the reaction product. The product is: [NH2:29][C:24]1[C:23]2[CH:22]=[CH:21][N:20]([C:17]3[CH:16]=[CH:15][C:14]([NH:13][C:11](=[O:12])[CH2:10][C:9]([NH:8][C:5]4[CH:4]=[CH:3][C:2]([F:1])=[CH:7][CH:6]=4)=[O:37])=[CH:19][CH:18]=3)[C:28]=2[CH:27]=[CH:26][N:25]=1.